The task is: Predict the product of the given reaction.. This data is from Forward reaction prediction with 1.9M reactions from USPTO patents (1976-2016). (1) Given the reactants [F:1][C:2]([F:14])([F:13])[C:3]([C:5]1[CH:10]=[C:9]([I:11])[CH:8]=[CH:7][C:6]=1[F:12])=O.[CH:15]([N:18](CC)[CH:19]([CH3:21])C)(C)[CH3:16].[BH3-]C#N.[Na+].FC(F)(F)C(O)=[O:31].C([O-])(O)=O.[Na+], predict the reaction product. The product is: [F:1][C:2]([F:14])([F:13])[CH:3]([N:18]1[CH2:19][CH2:21][O:31][CH2:16][CH2:15]1)[C:5]1[CH:10]=[C:9]([I:11])[CH:8]=[CH:7][C:6]=1[F:12]. (2) Given the reactants [CH2:1]([O:8][C:9]1[C:10]([C:36]([O:38]C(C)(C)C)=[O:37])=[N:11][C:12]([CH2:16][C:17]2([C:22]3[CH:27]=[C:26]([C:28]([F:31])([F:30])[F:29])[CH:25]=[C:24]([C:32]([F:35])([F:34])[F:33])[CH:23]=3)[CH2:21][CH2:20][CH2:19][CH2:18]2)=[N:13][C:14]=1[OH:15])[C:2]1[CH:7]=[CH:6][CH:5]=[CH:4][CH:3]=1.C(OC1C(C(O)=O)=NC(CC2(C3C=CC(C(F)(F)F)=CC=3)CCCC2)=NC=1O)C1C=CC=CC=1, predict the reaction product. The product is: [CH2:1]([O:8][C:9]1[C:10]([C:36]([OH:38])=[O:37])=[N:11][C:12]([CH2:16][C:17]2([C:22]3[CH:23]=[C:24]([C:32]([F:33])([F:34])[F:35])[CH:25]=[C:26]([C:28]([F:30])([F:31])[F:29])[CH:27]=3)[CH2:18][CH2:19][CH2:20][CH2:21]2)=[N:13][C:14]=1[OH:15])[C:2]1[CH:3]=[CH:4][CH:5]=[CH:6][CH:7]=1. (3) Given the reactants [F:1][C:2]1[CH:7]=[CH:6][C:5]([C:8]2[C:13]([C:14]3[CH:19]=[CH:18][N:17]=[CH:16][CH:15]=3)=[C:12]([C:20]3[CH:25]=[CH:24][C:23]([F:26])=[CH:22][CH:21]=3)[N:11]=[C:10]3[O:27][C:28]([C:30]([OH:32])=O)=[CH:29][C:9]=23)=[CH:4][CH:3]=1.S(Cl)([Cl:35])=O, predict the reaction product. The product is: [F:1][C:2]1[CH:7]=[CH:6][C:5]([C:8]2[C:13]([C:14]3[CH:19]=[CH:18][N:17]=[CH:16][CH:15]=3)=[C:12]([C:20]3[CH:25]=[CH:24][C:23]([F:26])=[CH:22][CH:21]=3)[N:11]=[C:10]3[O:27][C:28]([C:30]([Cl:35])=[O:32])=[CH:29][C:9]=23)=[CH:4][CH:3]=1. (4) Given the reactants [CH3:1][S:2](CC1C=C(N2CCC2)C=CC=1)(=[O:4])=[O:3].CSC[C:19]1[CH:20]=[C:21]([N:25]2[CH2:28][CH2:27][CH2:26]2)[CH:22]=[CH:23][CH:24]=1.S(=O)(=O)(O)O.OOS([O-])=O.[K+].[C:40](=O)([O-])O.[Na+], predict the reaction product. The product is: [CH3:1][S:2]([C:19]1[C:20]([CH3:40])=[C:21]([N:25]2[CH2:26][CH2:27][CH2:28]2)[CH:22]=[CH:23][CH:24]=1)(=[O:4])=[O:3].